From a dataset of Reaction yield outcomes from USPTO patents with 853,638 reactions. Predict the reaction yield, written as a fraction of the theoretical maximum amount of product (1.0 means a 100% yield; for example, 0.34 means a 34% yield). (1) The reactants are [C:1]([C:4]1[C:8]([CH3:9])=[C:7](Br)[NH:6][C:5]=1[CH3:11])(=[O:3])[CH3:2].O.C(=O)(O)[O-].[Na+].[N:18]1[CH:23]=[CH:22][C:21](B(O)O)=[CH:20][CH:19]=1. The catalyst is C(COC)OC.C1C=CC(P(C2C=CC=CC=2)C2C=CC=CC=2)=CC=1.C1C=CC(P(C2C=CC=CC=2)C2C=CC=CC=2)=CC=1.Cl[Pd]Cl. The product is [C:1]([C:4]1[C:8]([CH3:9])=[C:7]([C:21]2[CH:22]=[CH:23][N:18]=[CH:19][CH:20]=2)[NH:6][C:5]=1[CH3:11])(=[O:3])[CH3:2]. The yield is 0.250. (2) The reactants are [Br:1][C:2]1[CH:7]=[CH:6][C:5]([C:8](=[O:10])[CH3:9])=[CH:4][CH:3]=1.[O:11]1[CH:15]=[CH:14][CH:13]=[C:12]1[CH:16]=O.CO[Na].Cl. The catalyst is CO. The product is [Br:1][C:2]1[CH:7]=[CH:6][C:5]([C:8](=[O:10])[CH:9]=[CH:16][C:12]2[O:11][CH:15]=[CH:14][CH:13]=2)=[CH:4][CH:3]=1. The yield is 0.650. (3) The reactants are [CH3:1][N:2]1[CH2:7][CH2:6][CH:5]([OH:8])[CH2:4][CH2:3]1.C1C=CC(P(C2C=CC=CC=2)C2C=CC=CC=2)=CC=1.[CH3:28][O:29][C:30](=[O:38])[C:31]1[CH:36]=[CH:35][C:34](O)=[CH:33][CH:32]=1.N(C(OCC)=O)=NC(OCC)=O. The catalyst is C1COCC1. The product is [CH3:28][O:29][C:30](=[O:38])[C:31]1[CH:36]=[CH:35][C:34]([O:8][CH:5]2[CH2:6][CH2:7][N:2]([CH3:1])[CH2:3][CH2:4]2)=[CH:33][CH:32]=1. The yield is 0.750. (4) The reactants are C[O:2][C:3]1[CH:8]=[CH:7][C:6]([C:9]2[C:10]3[CH:17]=[CH:16][CH:15]=[CH:14][C:11]=3[S:12][CH:13]=2)=[CH:5][CH:4]=1.ClCCl.B(Br)(Br)Br.O. The catalyst is CCCCCCC. The product is [S:12]1[CH:13]=[C:9]([C:6]2[CH:5]=[CH:4][C:3]([OH:2])=[CH:8][CH:7]=2)[C:10]2[CH:17]=[CH:16][CH:15]=[CH:14][C:11]1=2. The yield is 0.920. (5) The reactants are [CH:1]1[C:10]2[C:5](=[CH:6][CH:7]=[CH:8][CH:9]=2)[CH:4]=[CH:3][C:2]=1[C:11]([NH:13][C@H:14]([C:19]([OH:21])=O)[CH2:15][CH:16]([CH3:18])[CH3:17])=[O:12].[C:22]([CH:24]([NH2:35])[CH2:25][C:26]1[C:34]2[C:29](=[CH:30][CH:31]=[CH:32][CH:33]=2)[NH:28][CH:27]=1)#[N:23].C(C(NC(C(NC(C1C=CC2C(=CC=CC=2)C=1)=O)CC(C)C)=O)CC(C)C)#N. No catalyst specified. The product is [C:22]([CH:24]([NH:35][C:19]([CH:14]([NH:13][C:11]([C:2]1[CH:3]=[CH:4][C:5]2[C:10](=[CH:9][CH:8]=[CH:7][CH:6]=2)[CH:1]=1)=[O:12])[CH2:15][CH:16]([CH3:17])[CH3:18])=[O:21])[CH2:25][C:26]1[C:34]2[C:29](=[CH:30][CH:31]=[CH:32][CH:33]=2)[NH:28][CH:27]=1)#[N:23]. The yield is 0.360.